Task: Predict the product of the given reaction.. Dataset: Forward reaction prediction with 1.9M reactions from USPTO patents (1976-2016) Given the reactants [NH:1]1[C:9]2[C:4](=[CH:5][CH:6]=[CH:7][CH:8]=2)[CH2:3][C:2]1=[O:10].[I:11]N1C(=O)CCC1=O.O, predict the reaction product. The product is: [I:11][C:6]1[CH:5]=[C:4]2[C:9](=[CH:8][CH:7]=1)[NH:1][C:2](=[O:10])[CH2:3]2.